This data is from Full USPTO retrosynthesis dataset with 1.9M reactions from patents (1976-2016). The task is: Predict the reactants needed to synthesize the given product. (1) Given the product [Si:1]([O:8][CH2:9][CH2:10][CH2:11][N:12]1[C:17](=[O:18])[C:16]2[C:15](=[CH:24][CH:23]=[C:22]([O:25][C:26]([F:29])([F:28])[F:27])[CH:21]=2)[NH:14][C:13]1=[O:30])([C:4]([CH3:5])([CH3:7])[CH3:6])([CH3:3])[CH3:2], predict the reactants needed to synthesize it. The reactants are: [Si:1]([O:8][CH2:9][CH2:10][CH2:11][NH:12][C:13](=[O:30])[NH:14][C:15]1[CH:24]=[CH:23][C:22]([O:25][C:26]([F:29])([F:28])[F:27])=[CH:21][C:16]=1[C:17](OC)=[O:18])([C:4]([CH3:7])([CH3:6])[CH3:5])([CH3:3])[CH3:2].CO[Na]. (2) Given the product [CH3:57][N:56]([CH2:55][C:53]1[CH:52]=[C:43]2[N:42]([CH:54]=1)[N:41]=[C:40]([C:36]1[CH:35]=[C:34]([CH:39]=[CH:38][CH:37]=1)[CH2:33][NH:32][S:2]([CH3:1])(=[O:4])=[O:3])[N:45]=[C:44]2[N:46]1[CH2:47][CH2:48][O:49][CH2:50][CH2:51]1)[CH3:58], predict the reactants needed to synthesize it. The reactants are: [CH3:1][S:2](OCC1C=CC=C(C2N=C(N3CCOCC3)C3=CC(CN(C)C)=CN3N=2)C=1)(=[O:4])=[O:3].[NH2:32][CH2:33][C:34]1[CH:35]=[C:36]([C:40]2[N:45]=[C:44]([N:46]3[CH2:51][CH2:50][O:49][CH2:48][CH2:47]3)[C:43]3=[CH:52][C:53]([CH2:55][N:56]([CH3:58])[CH3:57])=[CH:54][N:42]3[N:41]=2)[CH:37]=[CH:38][CH:39]=1.ClCCl. (3) Given the product [CH3:1][C@H:2]([NH:11][C:12](=[O:18])[O:13][C:14]([CH3:17])([CH3:16])[CH3:15])[CH2:3][O:4][CH:5]1[CH2:10][CH2:9][NH:8][CH2:7][CH2:6]1, predict the reactants needed to synthesize it. The reactants are: [CH3:1][C@H:2]([NH:11][C:12](=[O:18])[O:13][C:14]([CH3:17])([CH3:16])[CH3:15])[CH2:3][O:4][C:5]1[CH:10]=[CH:9][N:8]=[CH:7][CH:6]=1.[H][H].C(OC(C)C)(C)C. (4) Given the product [CH:1]1([NH:28][C:31](=[O:16])[O:40][CH2:33][C:34]2[CH:39]=[CH:38][CH:37]=[CH:36][CH:35]=2)[CH2:2][CH:3]=[CH:4][CH2:5]1, predict the reactants needed to synthesize it. The reactants are: [CH:1]1(C(O)=O)[CH2:5][CH:4]=[CH:3][CH2:2]1.C1C=CC(P(N=[N+]=[N-])(C2C=CC=CC=2)=[O:16])=CC=1.CC[N:28]([CH2:31]C)CC.[CH2:33]([OH:40])[C:34]1[CH:39]=[CH:38][CH:37]=[CH:36][CH:35]=1.